This data is from Catalyst prediction with 721,799 reactions and 888 catalyst types from USPTO. The task is: Predict which catalyst facilitates the given reaction. (1) Reactant: [I:1][C:2]1[CH:3]=[C:4]([CH:7]=[CH:8][C:9]=1[O:10][CH:11]([CH3:13])[CH3:12])[C:5]#[N:6].Cl.[NH2:15][OH:16].CCN(C(C)C)C(C)C. Product: [OH:16][NH:15][C:5](=[NH:6])[C:4]1[CH:7]=[CH:8][C:9]([O:10][CH:11]([CH3:12])[CH3:13])=[C:2]([I:1])[CH:3]=1. The catalyst class is: 14. (2) The catalyst class is: 16. Product: [Cl:1][C:2]1[C:7]([C:8]2[C:9]([F:16])=[CH:10][C:11]([F:15])=[CH:12][C:13]=2[F:14])=[C:6]([NH:17][C@@H:18]([CH3:23])[C:19]([F:20])([F:21])[F:22])[N:5]=[C:4]([C:24]([NH2:25])=[O:27])[N:3]=1. Reactant: [Cl:1][C:2]1[C:7]([C:8]2[C:13]([F:14])=[CH:12][C:11]([F:15])=[CH:10][C:9]=2[F:16])=[C:6]([NH:17][C@@H:18]([CH3:23])[C:19]([F:22])([F:21])[F:20])[N:5]=[C:4]([C:24]#[N:25])[N:3]=1.C([O-])([O-])=[O:27].[K+].[K+].OO.O. (3) Reactant: [Cl:1][C:2]1[CH:3]=[CH:4][C:5]2[NH:11][C:10](=[O:12])[C@@H:9]([CH2:13][C:14](O)=[O:15])[S:8][C@H:7]([C:17]3[CH:22]=[CH:21][CH:20]=[C:19]([O:23][CH3:24])[C:18]=3[O:25][CH3:26])[C:6]=2[CH:27]=1.CN1CCOCC1.ClC(OCC)=O.[BH4-].[Na+].Cl. Product: [Cl:1][C:2]1[CH:3]=[CH:4][C:5]2[NH:11][C:10](=[O:12])[C@@H:9]([CH2:13][CH2:14][OH:15])[S:8][C@H:7]([C:17]3[CH:22]=[CH:21][CH:20]=[C:19]([O:23][CH3:24])[C:18]=3[O:25][CH3:26])[C:6]=2[CH:27]=1. The catalyst class is: 83. (4) Reactant: Br[C:2]1[C:11]2[CH2:10][N:9]([CH2:12][CH2:13][CH3:14])[CH2:8][CH2:7][C:6]=2[C:5]([NH2:15])=[C:4]([N+:16]([O-])=O)[CH:3]=1. Product: [CH2:12]([N:9]1[CH2:8][CH2:7][C:6]2[C:11](=[CH:2][CH:3]=[C:4]([NH2:16])[C:5]=2[NH2:15])[CH2:10]1)[CH2:13][CH3:14]. The catalyst class is: 19. (5) Reactant: [OH:1][C:2]1[CH:9]=[N:8][CH:7]=[C:6]([O:10][CH3:11])[C:3]=1[CH:4]=[O:5].Cl.Cl[CH2:14][C:15]1[C:16]([C:21]2[N:25]([CH:26]([CH3:28])[CH3:27])[N:24]=[CH:23][CH:22]=2)=[N:17][CH:18]=[CH:19][CH:20]=1.C([O-])([O-])=O.[K+].[K+]. Product: [CH:26]([N:25]1[C:21]([C:16]2[C:15]([CH2:14][O:1][C:2]3[CH:9]=[N:8][CH:7]=[C:6]([O:10][CH3:11])[C:3]=3[CH:4]=[O:5])=[CH:20][CH:19]=[CH:18][N:17]=2)=[CH:22][CH:23]=[N:24]1)([CH3:28])[CH3:27]. The catalyst class is: 3. (6) Reactant: C([O:8][C:9]1[C:10](=[O:76])[N:11]([CH3:75])[CH:12]=[CH:13][C:14]=1[C:15]([NH:17][CH2:18][CH2:19][N:20]([CH2:54][CH2:55][NH:56][C:57]([C:59]1[CH:64]=[CH:63][N:62]([CH3:65])[C:61](=[O:66])[C:60]=1[O:67]CC1C=CC=CC=1)=[O:58])[CH2:21][CH:22]([NH:35][C:36]([C:38]1[CH:43]=[CH:42][N:41]([CH3:44])[C:40](=[O:45])[C:39]=1[O:46]CC1C=CC=CC=1)=[O:37])[CH2:23][C:24]1[CH:34]=[CH:33][C:27]([O:28][CH2:29][C:30]([OH:32])=[O:31])=[CH:26][CH:25]=1)=[O:16])C1C=CC=CC=1.Cl. Product: [OH:8][C:9]1[C:10](=[O:76])[N:11]([CH3:75])[CH:12]=[CH:13][C:14]=1[C:15]([NH:17][CH2:18][CH2:19][N:20]([CH2:54][CH2:55][NH:56][C:57]([C:59]1[CH:64]=[CH:63][N:62]([CH3:65])[C:61](=[O:66])[C:60]=1[OH:67])=[O:58])[CH2:21][CH:22]([NH:35][C:36]([C:38]1[CH:43]=[CH:42][N:41]([CH3:44])[C:40](=[O:45])[C:39]=1[OH:46])=[O:37])[CH2:23][C:24]1[CH:34]=[CH:33][C:27]([O:28][CH2:29][C:30]([OH:32])=[O:31])=[CH:26][CH:25]=1)=[O:16]. The catalyst class is: 15. (7) Reactant: [CH3:1][CH:2]([CH3:20])[CH2:3][CH2:4][NH:5][C:6]([C:8]1[N:9]=[N:10][C:11]([N:14]2[CH2:19][CH2:18][NH:17][CH2:16][CH2:15]2)=[CH:12][CH:13]=1)=[O:7].[Cl:21][C:22]1[CH:30]=[CH:29][C:28]([Cl:31])=[CH:27][C:23]=1[C:24](O)=[O:25].N12CCCN=C1CCCCC2.CN(C)CCCN=C=NCC. Product: [CH3:1][CH:2]([CH3:20])[CH2:3][CH2:4][NH:5][C:6]([C:8]1[N:9]=[N:10][C:11]([N:14]2[CH2:19][CH2:18][N:17]([C:24](=[O:25])[C:23]3[CH:27]=[C:28]([Cl:31])[CH:29]=[CH:30][C:22]=3[Cl:21])[CH2:16][CH2:15]2)=[CH:12][CH:13]=1)=[O:7]. The catalyst class is: 31. (8) Reactant: [CH2:1]([C:3]1[S:4][C:5](C)=[C:6]([CH2:8]P(=O)(OCC)OCC)[N:7]=1)[CH3:2].[H-].[Na+].[CH3:20][O:21][CH2:22][O:23][C:24]1[C:28]([CH:29]=O)=[CH:27][N:26]([C:31]2[CH:36]=[CH:35][CH:34]=[CH:33][C:32]=2[CH3:37])[N:25]=1.O. Product: [CH2:1]([C:3]1[S:4][CH:5]=[C:6](/[CH:8]=[CH:29]/[C:28]2[C:24]([O:23][CH2:22][O:21][CH3:20])=[N:25][N:26]([C:31]3[CH:36]=[CH:35][CH:34]=[CH:33][C:32]=3[CH3:37])[CH:27]=2)[N:7]=1)[CH3:2]. The catalyst class is: 7. (9) Reactant: [F:1][C:2]1[CH:3]=[C:4]([CH:20]=[CH:21][C:22]=1[NH:23][C:24]([NH:26][C:27]1[CH:32]=[C:31]([CH3:33])[CH:30]=[CH:29][C:28]=1[F:34])=[O:25])[O:5][C:6]1[CH:11]=[CH:10][N:9]=[C:8]([C:12]2[NH:16][CH:15]=[C:14]([C:17](O)=[O:18])[CH:13]=2)[CH:7]=1.CN(C(ON1N=NC2C=CC=NC1=2)=[N+](C)C)C.F[P-](F)(F)(F)(F)F.C(N(CC)C(C)C)(C)C.[CH2:68]([O:70][CH:71]([O:74][CH2:75][CH3:76])[CH2:72][NH2:73])[CH3:69]. Product: [CH2:68]([O:70][CH:71]([O:74][CH2:75][CH3:76])[CH2:72][NH:73][C:17]([C:14]1[CH:13]=[C:12]([C:8]2[CH:7]=[C:6]([O:5][C:4]3[CH:20]=[CH:21][C:22]([NH:23][C:24]([NH:26][C:27]4[CH:32]=[C:31]([CH3:33])[CH:30]=[CH:29][C:28]=4[F:34])=[O:25])=[C:2]([F:1])[CH:3]=3)[CH:11]=[CH:10][N:9]=2)[NH:16][CH:15]=1)=[O:18])[CH3:69]. The catalyst class is: 18.